This data is from TCR-epitope binding with 47,182 pairs between 192 epitopes and 23,139 TCRs. The task is: Binary Classification. Given a T-cell receptor sequence (or CDR3 region) and an epitope sequence, predict whether binding occurs between them. (1) The epitope is SQASSRSSSR. The TCR CDR3 sequence is CASSFFPAEAFF. Result: 1 (the TCR binds to the epitope). (2) The epitope is ALSKGVHFV. The TCR CDR3 sequence is CASSPVTGGGSGANVLTF. Result: 0 (the TCR does not bind to the epitope). (3) The TCR CDR3 sequence is CSGDEDRATEAFF. Result: 1 (the TCR binds to the epitope). The epitope is FVDGVPFVV. (4) The epitope is KLPDDFTGCV. The TCR CDR3 sequence is CASSHSLEVANYGYTF. Result: 1 (the TCR binds to the epitope). (5) The TCR CDR3 sequence is CASSSPDRYTSRSSYNEQFF. The epitope is ILGLPTQTV. Result: 1 (the TCR binds to the epitope). (6) The TCR CDR3 sequence is CAISIASYNEQFF. Result: 0 (the TCR does not bind to the epitope). The epitope is TPINLVRDL.